Dataset: Forward reaction prediction with 1.9M reactions from USPTO patents (1976-2016). Task: Predict the product of the given reaction. Given the reactants [C:1]([O:5][C:6]([N:8]1[C:12]2=[N:13][CH:14]=[CH:15][C:16]([CH2:17][NH:18][C@H:19]([C@@H:23]([CH3:26])[CH2:24][CH3:25])[C:20](O)=[O:21])=[C:11]2[C:10]([C:27]([O:29][CH3:30])=[O:28])=[CH:9]1)=[O:7])([CH3:4])([CH3:3])[CH3:2].CN(C(ON1N=N[C:41]2[CH:42]=[CH:43][CH:44]=[N:45][C:40]1=2)=[N+](C)C)C.F[P-](F)(F)(F)(F)F.C1(N)CCCC1.CN1CCOCC1, predict the reaction product. The product is: [CH:40]1([NH:45][C:20](=[O:21])[C@H:19]([NH:18][CH2:17][C:16]2[CH:15]=[CH:14][N:13]=[C:12]3[N:8]([C:6]([O:5][C:1]([CH3:2])([CH3:4])[CH3:3])=[O:7])[CH:9]=[C:10]([C:27]([O:29][CH3:30])=[O:28])[C:11]=23)[C@@H:23]([CH3:26])[CH2:24][CH3:25])[CH2:41][CH2:42][CH2:43][CH2:44]1.